This data is from Forward reaction prediction with 1.9M reactions from USPTO patents (1976-2016). The task is: Predict the product of the given reaction. (1) The product is: [F:11][C:10]1[CH:9]=[CH:8][C:5]([CH:6]([OH:7])[CH3:12])=[CH:4][C:3]=1[C:1]#[N:2]. Given the reactants [C:1]([C:3]1[CH:4]=[C:5]([CH:8]=[CH:9][C:10]=1[F:11])[CH:6]=[O:7])#[N:2].[CH3:12][Mg]Br, predict the reaction product. (2) Given the reactants [CH3:1][O:2][C:3]1[CH:8]=[CH:7][CH:6]=[CH:5][C:4]=1[C:9]1[CH:14]=[CH:13][C:12]([NH2:15])=[CH:11][CH:10]=1.II.S([O-])([O-])(=O)=O.[Mg+2], predict the reaction product. The product is: [CH3:1][O:2][C:3]1[CH:8]=[CH:7][CH:6]=[CH:5][C:4]=1[C:9]1[CH:10]=[C:11]2[C:12](=[CH:13][CH:14]=1)[NH:15][C:4]([CH3:9])([CH3:5])[CH:3]=[C:8]2[CH3:7].